From a dataset of NCI-60 drug combinations with 297,098 pairs across 59 cell lines. Regression. Given two drug SMILES strings and cell line genomic features, predict the synergy score measuring deviation from expected non-interaction effect. (1) Drug 1: CN(C(=O)NC(C=O)C(C(C(CO)O)O)O)N=O. Drug 2: CC1CCCC2(C(O2)CC(NC(=O)CC(C(C(=O)C(C1O)C)(C)C)O)C(=CC3=CSC(=N3)C)C)C. Cell line: DU-145. Synergy scores: CSS=58.3, Synergy_ZIP=4.02, Synergy_Bliss=1.75, Synergy_Loewe=-22.4, Synergy_HSA=1.64. (2) Drug 1: COC1=NC(=NC2=C1N=CN2C3C(C(C(O3)CO)O)O)N. Drug 2: C1=NC2=C(N=C(N=C2N1C3C(C(C(O3)CO)O)F)Cl)N. Cell line: HCT-15. Synergy scores: CSS=-0.944, Synergy_ZIP=0.602, Synergy_Bliss=5.19, Synergy_Loewe=-5.98, Synergy_HSA=1.20.